From a dataset of Full USPTO retrosynthesis dataset with 1.9M reactions from patents (1976-2016). Predict the reactants needed to synthesize the given product. (1) Given the product [OH:8][CH2:9][C@@H:10]([NH:23][C:24](=[O:30])[O:25][C:26]([CH3:29])([CH3:28])[CH3:27])[C@H:11]([C:13]1[CH:14]=[CH:15][C:16]([C:19]([F:22])([F:21])[F:20])=[CH:17][CH:18]=1)[CH3:12], predict the reactants needed to synthesize it. The reactants are: [Si]([O:8][CH2:9][C@@H:10]([NH:23][C:24](=[O:30])[O:25][C:26]([CH3:29])([CH3:28])[CH3:27])[C@H:11]([C:13]1[CH:18]=[CH:17][C:16]([C:19]([F:22])([F:21])[F:20])=[CH:15][CH:14]=1)[CH3:12])(C(C)(C)C)(C)C.[F-].C([N+](CCCC)(CCCC)CCCC)CCC.C1COCC1. (2) Given the product [Cl:1][C:2]1[C:7]([O:8][CH3:9])=[CH:6][C:5]([NH:10][C:11]2[C:16]3[C:15](=[CH:20][C:19]([O:44][CH2:43][CH2:42][CH2:41][C:38]4[CH:39]=[CH:40][N:35]=[CH:36][CH:37]=4)=[C:18]([O:21][CH3:22])[CH:17]=3)[N:14]=[CH:13][N:12]=2)=[C:4]([O:33][CH3:34])[CH:3]=1, predict the reactants needed to synthesize it. The reactants are: [Cl:1][C:2]1[C:7]([O:8][CH3:9])=[CH:6][C:5]([N:10](CC2C=CC(OC)=CC=2)[C:11]2[C:20]3[C:15](=[CH:16][C:17](F)=[C:18]([O:21][CH3:22])[CH:19]=3)[N:14]=[CH:13][N:12]=2)=[C:4]([O:33][CH3:34])[CH:3]=1.[N:35]1[CH:40]=[CH:39][C:38]([CH2:41][CH2:42][CH2:43][OH:44])=[CH:37][CH:36]=1.C[Si]([N-][Si](C)(C)C)(C)C.[Na+]. (3) Given the product [F:24][C:21]1[CH:22]=[CH:23][C:18]([C:15]2[C@H:14]([OH:25])[CH2:13][N:12]([C:8]3[N:9]=[CH:10][NH:11][C:6](=[O:3])[N:7]=3)[CH2:17][CH:16]=2)=[CH:19][CH:20]=1, predict the reactants needed to synthesize it. The reactants are: C(O)(=[O:3])C.Cl[C:6]1[N:11]=[CH:10][N:9]=[C:8]([N:12]2[CH2:17][CH:16]=[C:15]([C:18]3[CH:23]=[CH:22][C:21]([F:24])=[CH:20][CH:19]=3)[C@@H:14]([OH:25])[CH2:13]2)[N:7]=1.C([O-])(=O)C.[Na+]. (4) Given the product [Cl:1][C:2]1[CH:7]=[CH:6][C:5]([C:8]2[CH:13]=[CH:12][C:11]([S:14]([NH:18][C:19]3[CH:35]=[CH:34][C:22]4[CH2:23][CH2:24][N:25]([C:28](=[O:33])[C:29]([F:32])([F:30])[F:31])[CH2:26][CH2:27][C:21]=4[CH:20]=3)(=[O:16])=[O:15])=[CH:10][CH:9]=2)=[CH:4][CH:3]=1, predict the reactants needed to synthesize it. The reactants are: [Cl:1][C:2]1[CH:7]=[CH:6][C:5]([C:8]2[CH:13]=[CH:12][C:11]([S:14](Cl)(=[O:16])=[O:15])=[CH:10][CH:9]=2)=[CH:4][CH:3]=1.[NH2:18][C:19]1[CH:35]=[CH:34][C:22]2[CH2:23][CH2:24][N:25]([C:28](=[O:33])[C:29]([F:32])([F:31])[F:30])[CH2:26][CH2:27][C:21]=2[CH:20]=1. (5) Given the product [NH:3]1[C:7]2[CH:8]=[CH:9][CH:10]=[CH:11][C:6]=2[N:5]=[C:4]1[C:12]1([C:13]#[N:14])[CH2:20][CH2:19][CH2:18][CH2:17][CH2:16]1, predict the reactants needed to synthesize it. The reactants are: [H-].[Na+].[N:3]1[C:7]2[CH:8]=[CH:9][CH:10]=[CH:11][C:6]=2[NH:5][C:4]=1[CH2:12][C:13]#[N:14].Br[CH2:16][CH2:17][CH2:18][CH2:19][CH2:20]Br.O. (6) Given the product [N:31]1([C:29]2[CH:28]=[CH:27][C:26]([NH:37][C:38]([C:40]3[CH:41]=[C:42]([CH:50]=[CH:51][CH:52]=3)[CH2:43][S:44][CH2:45][CH2:46][C:47]([NH:1][CH2:2][C:3]([OH:5])=[O:4])=[O:48])=[O:39])=[C:25]([C:21]3[CH:20]=[C:19]([C:17](=[O:18])[NH:16][CH2:15][C:14]4[CH:53]=[CH:54][CH:55]=[C:12]([C:11]([F:57])([F:10])[F:56])[CH:13]=4)[CH:24]=[CH:23][N:22]=3)[CH:30]=2)[CH2:36][CH2:35][CH2:34][CH2:33][CH2:32]1, predict the reactants needed to synthesize it. The reactants are: [NH2:1][CH2:2][C:3]([O:5]C(C)(C)C)=[O:4].[F:10][C:11]([F:57])([F:56])[C:12]1[CH:13]=[C:14]([CH:53]=[CH:54][CH:55]=1)[CH2:15][NH:16][C:17]([C:19]1[CH:24]=[CH:23][N:22]=[C:21]([C:25]2[CH:30]=[C:29]([N:31]3[CH2:36][CH2:35][CH2:34][CH2:33][CH2:32]3)[CH:28]=[CH:27][C:26]=2[NH:37][C:38]([C:40]2[CH:41]=[C:42]([CH:50]=[CH:51][CH:52]=2)[CH2:43][S:44][CH2:45][CH2:46][C:47](O)=[O:48])=[O:39])[CH:20]=1)=[O:18].O1CCN(CCNC(=O)CCSCC2C=C(C=CC=2)C(NC2C=CC(N3CCCCC3)=CC=2C2C=C(C=CN=2)C(NCC2C=CC=C(C(F)(F)F)C=2)=O)=O)CC1. (7) Given the product [NH2:15][C:14]1[C:11](=[N:10][NH:9][C:3]2[C:4]([F:8])=[CH:5][CH:6]=[CH:7][C:2]=2[F:1])[C:12]([NH2:13])=[N:32][N:31]=1, predict the reactants needed to synthesize it. The reactants are: [F:1][C:2]1[CH:7]=[CH:6][CH:5]=[C:4]([F:8])[C:3]=1[NH:9][N:10]=[C:11]([C:14]#[N:15])[C:12]#[N:13].FC1C=CC=C(F)C=1N.C(#N)CC#N.O.[NH2:31][NH2:32]. (8) Given the product [C:1]([O:5][C:6](=[O:22])[NH:7][C:8]1[CH:13]=[C:12]([O:14][CH2:15][CH3:16])[C:11]([C:17]([F:20])([F:19])[F:18])=[CH:10][C:9]=1[NH:21][C:28](=[O:27])[CH2:29][C:30]([C:32]1[CH:37]=[CH:36][CH:35]=[C:34]([C:38]2[C:43]([CH2:44][CH3:45])=[CH:42][N:41]=[C:40]([CH3:46])[CH:39]=2)[CH:33]=1)=[O:31])([CH3:2])([CH3:3])[CH3:4], predict the reactants needed to synthesize it. The reactants are: [C:1]([O:5][C:6](=[O:22])[NH:7][C:8]1[CH:13]=[C:12]([O:14][CH2:15][CH3:16])[C:11]([C:17]([F:20])([F:19])[F:18])=[CH:10][C:9]=1[NH2:21])([CH3:4])([CH3:3])[CH3:2].C([O:27][C:28](=O)[CH2:29][C:30]([C:32]1[CH:37]=[CH:36][CH:35]=[C:34]([C:38]2[C:43]([CH2:44][CH3:45])=[CH:42][N:41]=[C:40]([CH3:46])[CH:39]=2)[CH:33]=1)=[O:31])(C)(C)C.